From a dataset of Forward reaction prediction with 1.9M reactions from USPTO patents (1976-2016). Predict the product of the given reaction. (1) The product is: [CH2:12]([C:2]1[CH:3]=[N:4][C:5]2[C:10]([CH:11]=1)=[CH:9][CH:8]=[CH:7][CH:6]=2)[CH3:13]. Given the reactants Br[C:2]1[CH:3]=[N:4][C:5]2[C:10]([CH:11]=1)=[CH:9][CH:8]=[CH:7][CH:6]=2.[CH2:12]([Zn]CC)[CH3:13].[NH4+].[Cl-], predict the reaction product. (2) Given the reactants [CH2:1]([OH:14])[CH2:2][CH2:3][CH2:4][CH2:5][CH2:6][CH2:7][CH2:8][CH2:9][CH2:10][CH2:11][CH2:12][OH:13].N1C=CN=C1.[C:20]([Si:24](Cl)([C:31]1[CH:36]=[CH:35][CH:34]=[CH:33][CH:32]=1)[C:25]1[CH:30]=[CH:29][CH:28]=[CH:27][CH:26]=1)([CH3:23])([CH3:22])[CH3:21], predict the reaction product. The product is: [Si:24]([O:14][CH2:1][CH2:2][CH2:3][CH2:4][CH2:5][CH2:6][CH2:7][CH2:8][CH2:9][CH2:10][CH2:11][CH2:12][OH:13])([C:20]([CH3:23])([CH3:22])[CH3:21])([C:31]1[CH:32]=[CH:33][CH:34]=[CH:35][CH:36]=1)[C:25]1[CH:30]=[CH:29][CH:28]=[CH:27][CH:26]=1.